This data is from Reaction yield outcomes from USPTO patents with 853,638 reactions. The task is: Predict the reaction yield, written as a fraction of the theoretical maximum amount of product (1.0 means a 100% yield; for example, 0.34 means a 34% yield). The reactants are F[C:2]1[CH:9]=[C:8]([C:10]([F:13])([F:12])[F:11])[CH:7]=[CH:6][C:3]=1[CH:4]=[O:5].[NH:14]1[CH2:18][CH2:17][CH:16]([C:19]([O:21][CH3:22])=[O:20])[CH2:15]1.C(N(CC)C(C)C)(C)C. The catalyst is CS(C)=O. The product is [CH:4]([C:3]1[CH:6]=[CH:7][C:8]([C:10]([F:13])([F:12])[F:11])=[CH:9][C:2]=1[N:14]1[CH2:18][CH2:17][CH:16]([C:19]([O:21][CH3:22])=[O:20])[CH2:15]1)=[O:5]. The yield is 0.180.